Dataset: Catalyst prediction with 721,799 reactions and 888 catalyst types from USPTO. Task: Predict which catalyst facilitates the given reaction. (1) Reactant: [C:1]([C:3]1[CH:4]=[C:5]2[C:10](=[CH:11][C:12]=1[O:13][CH2:14][C:15]1[CH:20]=[CH:19][CH:18]=[CH:17][CH:16]=1)[N:9]=[CH:8][CH:7]=[C:6]2[O:21][C:22]1[CH:27]=[CH:26][C:25]([NH:28][C:29](=O)[O:30]C2C=CC=CC=2)=[C:24]([F:38])[CH:23]=1)#[N:2].[NH2:39][C:40]1[S:41][CH:42]=[CH:43][N:44]=1.C(N(C(C)C)CC)(C)C.O. Product: [CH2:14]([O:13][C:12]1[CH:11]=[C:10]2[C:5]([C:6]([O:21][C:22]3[CH:27]=[CH:26][C:25]([NH:28][C:29]([NH:39][C:40]4[S:41][CH:42]=[CH:43][N:44]=4)=[O:30])=[C:24]([F:38])[CH:23]=3)=[CH:7][CH:8]=[N:9]2)=[CH:4][C:3]=1[C:1]#[N:2])[C:15]1[CH:16]=[CH:17][CH:18]=[CH:19][CH:20]=1. The catalyst class is: 9. (2) Reactant: [F:1][C:2]1[CH:27]=[CH:26][C:5]([CH2:6][N:7]2[CH2:16][CH2:15][C:14]3[C:13]([N:17]([CH3:22])[S:18]([CH3:21])(=[O:20])=[O:19])=[N:12][CH:11]=[C:10]([O:23][CH3:24])[C:9]=3[C:8]2=[O:25])=[CH:4][CH:3]=1.C1C=C(Cl)C=C(C(OO)=[O:36])C=1.C(O)C. Product: [F:1][C:2]1[CH:3]=[CH:4][C:5]([CH2:6][N:7]2[CH2:16][CH2:15][C:14]3[C:13]([N:17]([CH3:22])[S:18]([CH3:21])(=[O:20])=[O:19])=[N+:12]([O-:36])[CH:11]=[C:10]([O:23][CH3:24])[C:9]=3[C:8]2=[O:25])=[CH:26][CH:27]=1. The catalyst class is: 2. (3) Reactant: [H-].[Al+3].[Li+].[H-].[H-].[H-].[C:7]([C:9]1[CH:14]=[CH:13][C:12]([C:15](OC)=[O:16])=[CH:11][C:10]=1[C:19](OC)=[O:20])#[N:8].CO.O. Product: [NH2:8][CH2:7][C:9]1[CH:14]=[CH:13][C:12]([CH2:15][OH:16])=[CH:11][C:10]=1[CH2:19][OH:20]. The catalyst class is: 1. (4) Reactant: [CH3:1][C:2]1[CH:11]=[C:10]2[C:5]([CH:6]=[CH:7][NH:8][C:9]2=[O:12])=[CH:4][C:3]=1[NH:13]C(=O)C.Cl. Product: [NH2:13][C:3]1[CH:4]=[C:5]2[C:10](=[CH:11][C:2]=1[CH3:1])[C:9](=[O:12])[NH:8][CH:7]=[CH:6]2. The catalyst class is: 8. (5) Reactant: [CH3:1][O:2][C:3]1[C:4]([O:24][CH3:25])=[CH:5][C:6]2[C:7]([C:16]3[CH:21]=[CH:20][C:19]([O:22][CH3:23])=[CH:18][CH:17]=3)=[C:8]3[CH2:15][NH:14][CH2:13][CH2:12][N:9]3[C:10]=2[CH:11]=1.N1C=CC=CC=1.[C:32](OC(=O)C)(=[O:34])[CH3:33]. Product: [CH3:1][O:2][C:3]1[C:4]([O:24][CH3:25])=[CH:5][C:6]2[C:7]([C:16]3[CH:17]=[CH:18][C:19]([O:22][CH3:23])=[CH:20][CH:21]=3)=[C:8]3[CH2:15][N:14]([C:32](=[O:34])[CH3:33])[CH2:13][CH2:12][N:9]3[C:10]=2[CH:11]=1. The catalyst class is: 4.